This data is from Forward reaction prediction with 1.9M reactions from USPTO patents (1976-2016). The task is: Predict the product of the given reaction. (1) Given the reactants [CH2:1]([O:3][C@H:4]([CH3:51])[CH2:5][O:6][CH2:7][C:8]1[CH:13]=[CH:12][C:11]([C@@H:14]2[C@@H:19]([O:20][CH2:21][C:22]3[CH:23]=[CH:24][C:25]4[O:30][CH2:29][CH2:28][N:27]([CH2:31][CH2:32][CH2:33][O:34][CH3:35])[C:26]=4[CH:36]=3)[CH2:18][N:17]([S:37]([C:40]3[CH:45]=[CH:44][C:43]([CH3:46])=[CH:42][CH:41]=3)(=[O:39])=[O:38])[C@@H:16]([CH2:47][C:48](O)=[O:49])[CH2:15]2)=[CH:10][CH:9]=1)[CH3:2].[CH2:52]([NH:54][CH2:55][CH3:56])[CH3:53], predict the reaction product. The product is: [CH2:52]([N:54]([CH2:55][CH3:56])[C:48](=[O:49])[CH2:47][C@H:16]1[CH2:15][C@H:14]([C:11]2[CH:10]=[CH:9][C:8]([CH2:7][O:6][CH2:5][C@H:4]([O:3][CH2:1][CH3:2])[CH3:51])=[CH:13][CH:12]=2)[C@@H:19]([O:20][CH2:21][C:22]2[CH:23]=[CH:24][C:25]3[O:30][CH2:29][CH2:28][N:27]([CH2:31][CH2:32][CH2:33][O:34][CH3:35])[C:26]=3[CH:36]=2)[CH2:18][N:17]1[S:37]([C:40]1[CH:45]=[CH:44][C:43]([CH3:46])=[CH:42][CH:41]=1)(=[O:38])=[O:39])[CH3:53]. (2) Given the reactants [Cl:1][C:2]1[CH:7]=[C:6]([O:8][C:9]2[C:18]3[C:13](=[CH:14][C:15]([OH:21])=[C:16]([O:19][CH3:20])[CH:17]=3)[N:12]=[CH:11][CH:10]=2)[CH:5]=[CH:4][C:3]=1[NH:22][C:23]([NH:25][CH2:26][CH2:27][CH3:28])=[O:24].C(=O)([O-])[O-].[K+].[K+].Br[CH2:36][CH2:37][OH:38].O, predict the reaction product. The product is: [Cl:1][C:2]1[CH:7]=[C:6]([O:8][C:9]2[C:18]3[C:13](=[CH:14][C:15]([O:21][CH2:36][CH2:37][OH:38])=[C:16]([O:19][CH3:20])[CH:17]=3)[N:12]=[CH:11][CH:10]=2)[CH:5]=[CH:4][C:3]=1[NH:22][C:23]([NH:25][CH2:26][CH2:27][CH3:28])=[O:24]. (3) Given the reactants [OH:1][C:2]1[CH:3]=[C:4]2[C:8](=[CH:9][CH:10]=1)[C:7](=[O:11])[N:6]([CH2:12][C:13]([O:15][CH3:16])=[O:14])[C:5]2=[O:17].C([O-])([O-])=O.[K+].[K+].Br.Br[CH2:26][C:27]1[CH:28]=[N:29][CH:30]=[CH:31][CH:32]=1, predict the reaction product. The product is: [O:11]=[C:7]1[C:8]2[C:4](=[CH:3][C:2]([O:1][CH2:26][C:27]3[CH:28]=[N:29][CH:30]=[CH:31][CH:32]=3)=[CH:10][CH:9]=2)[C:5](=[O:17])[N:6]1[CH2:12][C:13]([O:15][CH3:16])=[O:14]. (4) Given the reactants I[C:2]1[CH:7]=[CH:6][C:5]([N+:8]([O-:10])=[O:9])=[CH:4][C:3]=1[O:11][CH3:12].CCN(C(C)C)C(C)C.[PH:22](=[O:29])([O:26][CH2:27][CH3:28])[O:23][CH2:24][CH3:25], predict the reaction product. The product is: [CH3:12][O:11][C:3]1[CH:4]=[C:5]([N+:8]([O-:10])=[O:9])[CH:6]=[CH:7][C:2]=1[P:22](=[O:29])([O:26][CH2:27][CH3:28])[O:23][CH2:24][CH3:25]. (5) Given the reactants [N:1]1([N:6]=[CH:7][C:8]2[C:16]3[C:11](=[CH:12][C:13]([NH:17][C:18]4[CH:26]=[CH:25][CH:24]=[CH:23][C:19]=4[C:20]([OH:22])=O)=[CH:14][CH:15]=3)[N:10]([CH2:27][O:28][CH2:29][CH2:30][Si:31]([CH3:34])([CH3:33])[CH3:32])[N:9]=2)[CH:5]=[CH:4][CH:3]=[CH:2]1.[CH:35]1([C:38]#[C:39][CH2:40][NH2:41])[CH2:37][CH2:36]1, predict the reaction product. The product is: [CH:35]1([C:38]#[C:39][CH2:40][NH:41][C:20](=[O:22])[C:19]2[CH:23]=[CH:24][CH:25]=[CH:26][C:18]=2[NH:17][C:13]2[CH:12]=[C:11]3[C:16]([C:8]([CH:7]=[N:6][N:1]4[CH:2]=[CH:3][CH:4]=[CH:5]4)=[N:9][N:10]3[CH2:27][O:28][CH2:29][CH2:30][Si:31]([CH3:33])([CH3:34])[CH3:32])=[CH:15][CH:14]=2)[CH2:37][CH2:36]1.